This data is from Rat liver microsome stability data. The task is: Regression/Classification. Given a drug SMILES string, predict its absorption, distribution, metabolism, or excretion properties. Task type varies by dataset: regression for continuous measurements (e.g., permeability, clearance, half-life) or binary classification for categorical outcomes (e.g., BBB penetration, CYP inhibition). Dataset: rlm. (1) The compound is COc1cc2nc(N3CCCN(C(=O)N4CC(O)C(O)C4)CC3)nc(Nc3ccccn3)c2cc1OC. The result is 0 (unstable in rat liver microsomes). (2) The compound is CC(C)CN1C(=O)CN(Cc2ccc(-c3cccc(CN4CCCCC4)n3)cc2)C1=O. The result is 1 (stable in rat liver microsomes). (3) The compound is C[C@@H](CCC[C@@H]1SC[C@H]2NC(=O)N[C@H]12)C(=O)O. The result is 0 (unstable in rat liver microsomes). (4) The molecule is Cc1ccc(OCCn2c(CCNC(=O)C3CCCCC3)nc3ccccc32)cc1. The result is 1 (stable in rat liver microsomes).